This data is from Catalyst prediction with 721,799 reactions and 888 catalyst types from USPTO. The task is: Predict which catalyst facilitates the given reaction. Reactant: C[Si]([N-][Si](C)(C)C)(C)C.[Na+].[Br-].[CH3:12][O:13][CH2:14][CH2:15][CH2:16][P+](C1C=CC=CC=1)(C1C=CC=CC=1)C1C=CC=CC=1.[Br:36][C:37]1[CH:38]=[CH:39][C:40]([O:45][CH3:46])=[C:41]([CH:44]=1)[CH:42]=O.[NH4+].[Cl-]. Product: [Br:36][C:37]1[CH:38]=[CH:39][C:40]([O:45][CH3:46])=[C:41]([CH:42]=[CH:16][CH2:15][CH2:14][O:13][CH3:12])[CH:44]=1. The catalyst class is: 1.